From a dataset of Peptide-MHC class II binding affinity with 134,281 pairs from IEDB. Regression. Given a peptide amino acid sequence and an MHC pseudo amino acid sequence, predict their binding affinity value. This is MHC class II binding data. The peptide sequence is FTSLEYIEAAKWLLP. The MHC is HLA-DQA10101-DQB10501 with pseudo-sequence HLA-DQA10101-DQB10501. The binding affinity (normalized) is 0.193.